Dataset: Forward reaction prediction with 1.9M reactions from USPTO patents (1976-2016). Task: Predict the product of the given reaction. (1) The product is: [Cl:15][C:12]1[CH:11]=[CH:10][C:9]([CH:4]([CH2:3][NH:2][CH2:38][C:39]([F:42])([F:41])[F:40])[C:5]([O:7][CH3:8])=[O:6])=[CH:14][CH:13]=1. Given the reactants Cl.[NH2:2][CH2:3][CH:4]([C:9]1[CH:14]=[CH:13][C:12]([Cl:15])=[CH:11][CH:10]=1)[C:5]([O:7][CH3:8])=[O:6].C1COCC1.CCN(C(C)C)C(C)C.O([CH2:38][C:39]([F:42])([F:41])[F:40])S(C(F)(F)F)(=O)=O, predict the reaction product. (2) Given the reactants [C:1]([O:5][CH2:6][CH3:7])(=[O:4])[CH:2]=[CH2:3].[CH3:8][C:9]([CH:11]=[CH2:12])=[CH2:10].[Al+3].[Cl-].[Cl-].[Cl-], predict the reaction product. The product is: [CH3:10][C:9]1[CH2:11][CH2:12][CH:2]([C:1]([O:5][CH2:6][CH3:7])=[O:4])[CH2:3][CH:8]=1.